Dataset: Catalyst prediction with 721,799 reactions and 888 catalyst types from USPTO. Task: Predict which catalyst facilitates the given reaction. (1) Reactant: [C:1]1(=O)[CH2:4][CH2:3][CH2:2]1.C(O)(=O)C.[CH:10]12[CH:15]([C:16]([O:18][CH2:19][CH3:20])=[O:17])[CH:14]1[CH2:13][NH:12][CH2:11]2.C(O[BH-](OC(=O)C)OC(=O)C)(=O)C.[Na+].C(=O)(O)[O-].[Na+]. Product: [CH:1]1([N:12]2[CH2:11][CH:10]3[CH:14]([CH:15]3[C:16]([O:18][CH2:19][CH3:20])=[O:17])[CH2:13]2)[CH2:4][CH2:3][CH2:2]1. The catalyst class is: 4. (2) Reactant: [CH2:1]([N:8]1[CH2:13][CH2:12][N:11]2[C:14]([CH:17]([OH:37])[CH2:18][C:19]3[CH:27]=[C:26]([CH3:28])[C:25]4[C:21](=[CH:22][N:23]([CH2:29][O:30][CH2:31][CH2:32][Si:33]([CH3:36])([CH3:35])[CH3:34])[N:24]=4)[CH:20]=3)=[N:15][CH:16]=[C:10]2[CH2:9]1)[C:2]1[CH:7]=[CH:6][CH:5]=[CH:4][CH:3]=1.[O:38]=[C:39]1[C:48]([CH:49]2[CH2:54][CH2:53][N:52]([C:55](OC3C=CC([N+]([O-])=O)=CC=3)=[O:56])[CH2:51][CH2:50]2)=[CH:47][C:46]2[C:41](=[CH:42][CH:43]=[CH:44][CH:45]=2)[NH:40]1.[H-].[Na+].O. Product: [O:38]=[C:39]1[C:48]([CH:49]2[CH2:50][CH2:51][N:52]([C:55]([O:37][CH:17]([C:14]3[N:11]4[CH2:12][CH2:13][N:8]([CH2:1][C:2]5[CH:7]=[CH:6][CH:5]=[CH:4][CH:3]=5)[CH2:9][C:10]4=[CH:16][N:15]=3)[CH2:18][C:19]3[CH:27]=[C:26]([CH3:28])[C:25]4[C:21](=[CH:22][N:23]([CH2:29][O:30][CH2:31][CH2:32][Si:33]([CH3:35])([CH3:34])[CH3:36])[N:24]=4)[CH:20]=3)=[O:56])[CH2:53][CH2:54]2)=[CH:47][C:46]2[C:41](=[CH:42][CH:43]=[CH:44][CH:45]=2)[NH:40]1. The catalyst class is: 54. (3) Reactant: [NH2:1][CH2:2][C@@H:3]([C:12]1[CH:21]=[CH:20][C:19]([OH:22])=[C:18]2[C:13]=1[CH:14]=[CH:15][C:16](=[O:23])[NH:17]2)[O:4][Si:5]([C:8]([CH3:11])([CH3:10])[CH3:9])([CH3:7])[CH3:6].[Cl:24][C:25]1[CH:30]=[CH:29][CH:28]=[C:27]([Cl:31])[C:26]=1[CH2:32][CH2:33][O:34][CH2:35][CH2:36][N:37]1[CH2:44][CH2:43][C:40]2([O:42][CH2:41]2)[CH2:39][CH2:38]1. The catalyst class is: 5. Product: [Si:5]([O:4][C@H:3]([C:12]1[CH:21]=[CH:20][C:19]([OH:22])=[C:18]2[C:13]=1[CH:14]=[CH:15][C:16](=[O:23])[NH:17]2)[CH2:2][NH:1][CH2:41][C:40]1([OH:42])[CH2:43][CH2:44][N:37]([CH2:36][CH2:35][O:34][CH2:33][CH2:32][C:26]2[C:27]([Cl:31])=[CH:28][CH:29]=[CH:30][C:25]=2[Cl:24])[CH2:38][CH2:39]1)([C:8]([CH3:11])([CH3:10])[CH3:9])([CH3:7])[CH3:6]. (4) Reactant: [F:1][C:2]([F:23])([F:22])[C:3]1[CH:4]=[C:5]([NH:9][C:10]2[NH:11][C:12]([C:15]3[CH:20]=[CH:19][C:18]([OH:21])=[CH:17][CH:16]=3)=[N:13][N:14]=2)[CH:6]=[CH:7][CH:8]=1.C([O-])([O-])=O.[Cs+].[Cs+].[NH2:30][C:31]1[N:36]=[C:35](Cl)[CH:34]=[C:33]([O:38][CH3:39])[N:32]=1.CO. Product: [CH3:39][O:38][C:33]1[CH:34]=[C:35]([O:21][C:18]2[CH:19]=[CH:20][C:15]([C:12]3[NH:11][C:10]([NH:9][C:5]4[CH:6]=[CH:7][CH:8]=[C:3]([C:2]([F:22])([F:1])[F:23])[CH:4]=4)=[N:14][N:13]=3)=[CH:16][CH:17]=2)[N:36]=[C:31]([NH2:30])[N:32]=1. The catalyst class is: 12. (5) Reactant: [CH3:1][O:2][C:3]1[CH:4]=[C:5]2[C:10](=[CH:11][C:12]=1[O:13][CH3:14])[N:9]=[CH:8][CH:7]=[C:6]2[O:15][C:16]1[CH:22]=[CH:21][C:19]([NH2:20])=[CH:18][CH:17]=1.C(N(CC)CC)C.ClC(Cl)(O[C:34](=[O:40])OC(Cl)(Cl)Cl)Cl.[CH2:42]([N:46]([CH2:50][CH2:51][CH2:52][CH3:53])[CH2:47][CH2:48][NH2:49])[CH2:43][CH2:44][CH3:45]. Product: [CH2:42]([N:46]([CH2:50][CH2:51][CH2:52][CH3:53])[CH2:47][CH2:48][NH:49][C:34]([NH:20][C:19]1[CH:21]=[CH:22][C:16]([O:15][C:6]2[C:5]3[C:10](=[CH:11][C:12]([O:13][CH3:14])=[C:3]([O:2][CH3:1])[CH:4]=3)[N:9]=[CH:8][CH:7]=2)=[CH:17][CH:18]=1)=[O:40])[CH2:43][CH2:44][CH3:45]. The catalyst class is: 146. (6) Reactant: [CH3:1][N:2]1[C:7](=[O:8])[C:6]([NH:9][C:10]2[CH:15]=[CH:14][C:13]([N:16]3[CH2:21][CH2:20][N:19]([CH:22]4[CH2:25][O:24][CH2:23]4)[CH2:18][CH2:17]3)=[CH:12][N:11]=2)=[CH:5][C:4]([C:26]2[N:33]=[CH:32][CH:31]=[C:30]([N:34]3[CH2:46][CH2:45][N:37]4[C:38]5[CH2:39][CH2:40][CH2:41][CH2:42][C:43]=5[CH:44]=[C:36]4[C:35]3=[O:47])[C:27]=2[CH:28]=[O:29])=[CH:3]1.[BH4-].[Na+]. Product: [OH:29][CH2:28][C:27]1[C:26]([C:4]2[CH:5]=[C:6]([NH:9][C:10]3[CH:15]=[CH:14][C:13]([N:16]4[CH2:17][CH2:18][N:19]([CH:22]5[CH2:23][O:24][CH2:25]5)[CH2:20][CH2:21]4)=[CH:12][N:11]=3)[C:7](=[O:8])[N:2]([CH3:1])[CH:3]=2)=[N:33][CH:32]=[CH:31][C:30]=1[N:34]1[CH2:46][CH2:45][N:37]2[C:38]3[CH2:39][CH2:40][CH2:41][CH2:42][C:43]=3[CH:44]=[C:36]2[C:35]1=[O:47]. The catalyst class is: 5.